This data is from Full USPTO retrosynthesis dataset with 1.9M reactions from patents (1976-2016). The task is: Predict the reactants needed to synthesize the given product. (1) Given the product [CH2:13]([NH:15][C:16]([NH:18][C:19]1[CH:24]=[C:23]([C:25]2[S:26][CH:27]=[C:28]([C:30]3[CH:35]=[CH:34][CH:33]=[C:32]([O:36][CH3:37])[N:31]=3)[N:29]=2)[C:22]([C:38]2[CH:43]=[N:42][CH:41]=[C:40]([C:44]3[O:45][C:1](=[O:2])[NH:47][N:46]=3)[N:39]=2)=[CH:21][N:20]=1)=[O:17])[CH3:14], predict the reactants needed to synthesize it. The reactants are: [C:1](N1C=CN=C1)(N1C=CN=C1)=[O:2].[CH2:13]([NH:15][C:16]([NH:18][C:19]1[CH:24]=[C:23]([C:25]2[S:26][CH:27]=[C:28]([C:30]3[CH:35]=[CH:34][CH:33]=[C:32]([O:36][CH3:37])[N:31]=3)[N:29]=2)[C:22]([C:38]2[CH:43]=[N:42][CH:41]=[C:40]([C:44]([NH:46][NH2:47])=[O:45])[N:39]=2)=[CH:21][N:20]=1)=[O:17])[CH3:14].CCN(C(C)C)C(C)C. (2) Given the product [CH3:1][O:2][C:3]1[CH:10]=[CH:9][C:6]([CH2:7][Br:26])=[CH:5][C:4]=1[C:11]1[C:20]([CH3:21])=[CH:19][C:18]2[C:17]([CH3:23])([CH3:22])[CH2:16][CH:15]([CH3:24])[CH:14]([CH3:25])[C:13]=2[CH:12]=1, predict the reactants needed to synthesize it. The reactants are: [CH3:1][O:2][C:3]1[CH:10]=[CH:9][C:6]([CH2:7]O)=[CH:5][C:4]=1[C:11]1[C:20]([CH3:21])=[CH:19][C:18]2[C:17]([CH3:23])([CH3:22])[CH2:16][CH:15]([CH3:24])[CH:14]([CH3:25])[C:13]=2[CH:12]=1.[BrH:26]. (3) Given the product [CH3:1][C:2]1[N:3]=[CH:4][C:5]([NH:8][C:9](=[O:11])[CH3:10])=[N:6][CH:7]=1, predict the reactants needed to synthesize it. The reactants are: [CH3:1][C:2]1[N:3]=[CH:4][C:5]([NH2:8])=[N:6][CH:7]=1.[C:9](Cl)(=[O:11])[CH3:10]. (4) Given the product [F:16][C:2]([F:1])([F:15])[C:3]1[N:7]2[CH2:8][CH2:9][NH:10][CH2:11][C:6]2=[C:5]([C:12]#[N:14])[N:4]=1, predict the reactants needed to synthesize it. The reactants are: [F:1][C:2]([F:16])([F:15])[C:3]1[N:7]2[CH2:8][CH2:9][NH:10][CH2:11][C:6]2=[C:5]([C:12]([NH2:14])=O)[N:4]=1. (5) Given the product [CH3:9][C:10]1([CH3:17])[O:14][CH:13]([CH2:15][O:16][C:6]2[CH:5]=[C:4]([NH2:8])[CH:3]=[C:2]([CH3:1])[N:7]=2)[CH2:12][O:11]1, predict the reactants needed to synthesize it. The reactants are: [CH3:1][C:2]1[N:7]=[CH:6][CH:5]=[C:4]([NH2:8])[CH:3]=1.[CH3:9][C:10]1([CH3:17])[O:14][C@H:13]([CH2:15][OH:16])[CH2:12][O:11]1. (6) Given the product [CH3:17][O:18][C:14]([CH:7]([CH:8]1[NH:13][CH2:12][CH2:11][CH2:10][CH2:9]1)[C:1]1[CH:6]=[CH:5][CH:4]=[CH:3][CH:2]=1)=[O:15], predict the reactants needed to synthesize it. The reactants are: [C:1]1([CH:7]2[C:14](=[O:15])[N:13]3[CH:8]2[CH2:9][CH2:10][CH2:11][CH2:12]3)[CH:6]=[CH:5][CH:4]=[CH:3][CH:2]=1.Cl.[CH3:17][OH:18]. (7) Given the product [CH3:31][O:30][C:17]1[CH:16]=[C:15]([OH:14])[CH:20]=[CH:19][C:18]=1[C:33]1[N:38]=[N:37][C:36]([N:39]([CH3:50])[CH:40]2[CH2:45][C:44]([CH3:46])([CH3:47])[NH:43][C:42]([CH3:49])([CH3:48])[CH2:41]2)=[CH:35][CH:34]=1, predict the reactants needed to synthesize it. The reactants are: O1CCOCC1.C([Si]([O:14][C:15]1[CH:20]=[CH:19][C:18](B2OC(C)(C)C(C)(C)O2)=[C:17]([O:30][CH3:31])[CH:16]=1)(C)C)(C)(C)C.Cl[C:33]1[N:38]=[N:37][C:36]([N:39]([CH3:50])[CH:40]2[CH2:45][C:44]([CH3:47])([CH3:46])[NH:43][C:42]([CH3:49])([CH3:48])[CH2:41]2)=[CH:35][CH:34]=1.C(=O)(O)[O-].[Na+]. (8) Given the product [C:1]([O:5][C:6](=[O:33])[NH:7][C@@H:8]([C:12](=[O:32])[NH:13][C@H:14]([B:19]1[O:27][C@H:26]2[C@:21]([CH3:31])([C@H:22]3[CH2:28][C@@H:24]([CH2:25]2)[C:23]3([CH3:29])[CH3:30])[O:20]1)[CH2:15][CH:16]([CH3:18])[CH3:17])[CH:9]([CH3:11])[CH3:10])([CH3:3])([CH3:4])[CH3:2], predict the reactants needed to synthesize it. The reactants are: [C:1]([O:5][C:6](=[O:33])[NH:7][C@H:8]([C:12](=[O:32])[NH:13][C@H:14]([B:19]1[O:27][C@H:26]2[C@:21]([CH3:31])([C@H:22]3[CH2:28][C@@H:24]([CH2:25]2)[C:23]3([CH3:30])[CH3:29])[O:20]1)[CH2:15][CH:16]([CH3:18])[CH3:17])[CH:9]([CH3:11])[CH3:10])([CH3:4])([CH3:3])[CH3:2].C(N[C@@H](C(O)=O)C(C)C)(OC(C)(C)C)=O. (9) Given the product [C:21]1([C@@H:27]([NH:30][S:9]([C:6]2[CH:7]=[N:8][C:3]([C:2]([F:14])([F:13])[F:1])=[CH:4][CH:5]=2)(=[O:11])=[O:10])[CH2:28][CH3:29])[CH:26]=[CH:25][CH:24]=[CH:23][CH:22]=1, predict the reactants needed to synthesize it. The reactants are: [F:1][C:2]([F:14])([F:13])[C:3]1[N:8]=[CH:7][C:6]([S:9](Cl)(=[O:11])=[O:10])=[CH:5][CH:4]=1.C(=O)([O-])[O-].[K+].[K+].[C:21]1([C@@H:27]([NH2:30])[CH2:28][CH3:29])[CH:26]=[CH:25][CH:24]=[CH:23][CH:22]=1. (10) Given the product [CH2:1]([O:3][C:4]([C:6]1[N:10]([CH2:19][C:18]2[CH:21]=[CH:22][CH:23]=[C:16]([Cl:15])[CH:17]=2)[C:9]2[S:11][C:12]([Br:14])=[CH:13][C:8]=2[CH:7]=1)=[O:5])[CH3:2], predict the reactants needed to synthesize it. The reactants are: [CH2:1]([O:3][C:4]([C:6]1[NH:10][C:9]2[S:11][C:12]([Br:14])=[CH:13][C:8]=2[CH:7]=1)=[O:5])[CH3:2].[Cl:15][C:16]1[CH:17]=[C:18]([CH:21]=[CH:22][CH:23]=1)[CH2:19]Br.